From a dataset of Reaction yield outcomes from USPTO patents with 853,638 reactions. Predict the reaction yield, written as a fraction of the theoretical maximum amount of product (1.0 means a 100% yield; for example, 0.34 means a 34% yield). The reactants are [CH3:1][N:2]1[C@@H:18]2[CH2:19][C:7]3[CH:8]=[CH:9][C:10]([O:22][CH3:23])=[C:11]4[O:12][C@H:13]5[C:14]([O:20]C)=[CH:15][CH:16]=[C:17]2[C@:5]5([C:6]=34)[CH2:4][CH2:3]1.C(O)=[O:25].OO.[OH-].[NH4+]. The catalyst is C(O)C.O. The product is [CH3:1][N:2]1[C@@H:18]2[CH2:19][C:7]3[CH:8]=[CH:9][C:10]([O:22][CH3:23])=[C:11]4[O:12][CH:13]5[C:14]([CH:15]=[CH:16][C@:17]2([OH:25])[C@:5]5([C:6]=34)[CH2:4][CH2:3]1)=[O:20]. The yield is 0.691.